From a dataset of Forward reaction prediction with 1.9M reactions from USPTO patents (1976-2016). Predict the product of the given reaction. The product is: [NH2:25][C:24]1[CH:23]=[CH:22][C:21]([C:38]2[CH:37]=[CH:36][N:35]=[CH:34][C:33]=2[F:32])=[N:20][C:19]=1[C:18]([NH:17][C:12]1[CH:13]=[N:14][CH:15]=[CH:16][C:11]=1[C@H:9]1[CH2:10][C@@H:5]([OH:4])[C@:6]([CH2:30][CH3:31])([OH:29])[C@@H:7]([CH3:28])[O:8]1)=[O:27]. Given the reactants C([O:4][C@@H:5]1[CH2:10][C@H:9]([C:11]2[CH:16]=[CH:15][N:14]=[CH:13][C:12]=2[NH:17][C:18](=[O:27])[C:19]2[C:24]([NH2:25])=[CH:23][CH:22]=[C:21](Br)[N:20]=2)[O:8][C@H:7]([CH3:28])[C@@:6]1([CH2:30][CH3:31])[OH:29])(=O)C.[F:32][C:33]1[CH:34]=[N:35][CH:36]=[CH:37][C:38]=1B1OC(C)(C)C(C)(C)O1, predict the reaction product.